This data is from Experimentally validated miRNA-target interactions with 360,000+ pairs, plus equal number of negative samples. The task is: Binary Classification. Given a miRNA mature sequence and a target amino acid sequence, predict their likelihood of interaction. (1) The miRNA is hsa-miR-4783-3p with sequence CCCCGGUGUUGGGGCGCGUCUGC. The protein sequence of the target gene is MLAGRAARTCALLALCLLGSGAQDFGPTRFICTSVPVDADMCAASVAAGGAEELRSNVLQLRETVLQQKETILSQKETIRELTTKLGRCESQSTLDSGPGEARSGGGRKQPGSGKNTMGDLSRTPAAETLSQLGQTLQSLKTRLENLEQYSRLNSSSQTNSLKDLLQSKIDDLERQVLSRVNTLEEGKGGPKNDTEERAKIESALTSLHQRISELEKGQKDNRPGDKFQLTFPLRTNYMYAKVKKSLPEMYAFTVCMWLKSSAAPGVGTPFSYAVPGQANELVLIEWGNNPMEILINDKV.... Result: 0 (no interaction). (2) The miRNA is mmu-let-7e-5p with sequence UGAGGUAGGAGGUUGUAUAGUU. The protein sequence of the target gene is MGTGFARGARGTAASGPGGGFLFAWILVSFTCHLASTQGAPEDVDVLQRLGLSWTKAGGGRSPTPPGVIPFPSGFIFTQRAKLQAPTANVLPTTLGRELALVLSLCSHRVNHAFLFAIRSRKHKLQLGLQFLPGRTIIHLGPRQSVAFDLDVHDGRWHHLALELRGRTVTMVTACGQHRVPVPLPSRRDSMLDPQGSFLLGKVNPRAVQFEGALCQFSIHPVAQVAHNYCAHLRERCRQVDTYSPQVGTLFPWDSGPAFALHPEPALLGLGNLTRTPATLGARPVSRALAVTLAPAMPTK.... Result: 1 (interaction).